Dataset: Forward reaction prediction with 1.9M reactions from USPTO patents (1976-2016). Task: Predict the product of the given reaction. (1) Given the reactants [NH2:1][C:2]1[CH:41]=[CH:40][C:5]([C:6]([N:8]2[CH2:12][CH2:11][C@@H:10]([NH:13][C:14]3[N:19]=[C:18]([C:20]4[C:28]5[C:23](=[CH:24][CH:25]=[CH:26][CH:27]=5)[N:22](S(C5C=CC=CC=5)(=O)=O)[CH:21]=4)[C:17]([C:38]#[N:39])=[CH:16][N:15]=3)[CH2:9]2)=[O:7])=[CH:4][CH:3]=1.[OH-].[Na+], predict the reaction product. The product is: [NH2:1][C:2]1[CH:3]=[CH:4][C:5]([C:6]([N:8]2[CH2:12][CH2:11][C@@H:10]([NH:13][C:14]3[N:19]=[C:18]([C:20]4[C:28]5[C:23](=[CH:24][CH:25]=[CH:26][CH:27]=5)[NH:22][CH:21]=4)[C:17]([C:38]#[N:39])=[CH:16][N:15]=3)[CH2:9]2)=[O:7])=[CH:40][CH:41]=1. (2) Given the reactants [CH3:1][O:2][N:3]([CH3:23])[C:4]([C@@H:6]1[CH2:11][CH2:10][C@H:9]([NH:12][C:13](=[O:22])[O:14][CH2:15][C:16]2[CH:21]=[CH:20][CH:19]=[CH:18][CH:17]=2)[CH2:8][CH2:7]1)=[O:5].[H-].[Na+].[Cl:26][C:27]1[CH:34]=[CH:33][C:30]([CH2:31]Br)=[CH:29][CH:28]=1, predict the reaction product. The product is: [Cl:26][C:27]1[CH:34]=[CH:33][C:30]([CH2:31][N:12]([C@H:9]2[CH2:10][CH2:11][C@@H:6]([C:4](=[O:5])[N:3]([O:2][CH3:1])[CH3:23])[CH2:7][CH2:8]2)[C:13](=[O:22])[O:14][CH2:15][C:16]2[CH:17]=[CH:18][CH:19]=[CH:20][CH:21]=2)=[CH:29][CH:28]=1. (3) The product is: [N+:20]([C:16]1[CH:17]=[C:18]2[N:19]=[C:7]([C:6]3[CH:5]=[C:4]([CH:11]=[CH:10][CH:9]=3)[C:1]([OH:3])=[O:2])[NH:12][C:13]2=[N:14][CH:15]=1)([O-:22])=[O:21]. Given the reactants [C:1]([C:4]1[CH:5]=[C:6]([CH:9]=[CH:10][CH:11]=1)[CH:7]=O)([OH:3])=[O:2].[NH2:12][C:13]1[C:18]([NH2:19])=[CH:17][C:16]([N+:20]([O-:22])=[O:21])=[CH:15][N:14]=1.C(OCC)(=O)C.C(OCC)C, predict the reaction product. (4) Given the reactants CO.[NH3:3].[Br:4][C:5]1[CH:17]=[CH:16][C:8]([O:9][CH2:10][C:11](OCC)=[O:12])=[CH:7][CH:6]=1, predict the reaction product. The product is: [Br:4][C:5]1[CH:17]=[CH:16][C:8]([O:9][CH2:10][C:11]([NH2:3])=[O:12])=[CH:7][CH:6]=1. (5) Given the reactants [C:1]([O:5][C:6]([N:8]([CH2:10][CH2:11][OH:12])[CH3:9])=[O:7])([CH3:4])([CH3:3])[CH3:2].[CH3:13][O:14][C:15]([C:17]1[C:18](=[O:28])[O:19][C:20]2[C:25]([CH:26]=1)=[CH:24][CH:23]=[C:22](O)[CH:21]=2)=[O:16].C1(P(C2C=CC=CC=2)C2C=CC=CC=2)C=CC=CC=1.N(C(OCC)=O)=NC(OCC)=O, predict the reaction product. The product is: [CH3:13][O:14][C:15]([C:17]1[C:18](=[O:28])[O:19][C:20]2[CH:21]=[C:22]([O:12][CH2:11][CH2:10][N:8]([C:6]([O:5][C:1]([CH3:4])([CH3:3])[CH3:2])=[O:7])[CH3:9])[CH:23]=[CH:24][C:25]=2[CH:26]=1)=[O:16]. (6) Given the reactants [Cl:1][C:2]1[N:11]=[C:10](Cl)[C:9]2[C:4](=[CH:5][C:6]([Cl:13])=[CH:7][CH:8]=2)[N:3]=1.[C:14]([NH:17][C@H:18]1[CH2:22][CH2:21][NH:20][CH2:19]1)(=[O:16])[CH3:15], predict the reaction product. The product is: [Cl:1][C:2]1[N:11]=[C:10]([N:20]2[CH2:21][CH2:22][C@H:18]([NH:17][C:14](=[O:16])[CH3:15])[CH2:19]2)[C:9]2[C:4](=[CH:5][C:6]([Cl:13])=[CH:7][CH:8]=2)[N:3]=1.